From a dataset of Catalyst prediction with 721,799 reactions and 888 catalyst types from USPTO. Predict which catalyst facilitates the given reaction. (1) Reactant: Br[C:2]1[C:14]2[C:13]3[C:8](=[CH:9][CH:10]=[C:11]([F:15])[CH:12]=3)[N:7](C(OC(C)(C)C)=O)[C:6]=2[C:5]([O:23][CH3:24])=[C:4]2[N:25](C(OC(C)(C)C)=O)[C:26]3[CH:27]=[CH:28][C:29]([F:32])=[CH:30][C:31]=3[C:3]=12.[CH3:40][NH2:41].C1C=CC(P(C2C(C3C(P(C4C=CC=CC=4)C4C=CC=CC=4)=CC=C4C=3C=CC=C4)=C3C(C=CC=C3)=CC=2)C2C=CC=CC=2)=CC=1.CC([O-])(C)C.[Na+]. Product: [F:32][C:29]1[CH:30]=[C:31]2[C:26](=[CH:27][CH:28]=1)[NH:25][C:4]1[C:5]([O:23][CH3:24])=[C:6]3[NH:7][C:8]4[CH:9]=[CH:10][C:11]([F:15])=[CH:12][C:13]=4[C:14]3=[C:2]([NH:41][CH3:40])[C:3]2=1. The catalyst class is: 318. (2) Reactant: FC(F)(F)C([N:5]([C@@H:13]1[CH2:15][C@H:14]1[C:16]1[CH:21]=[CH:20][CH:19]=[CH:18][CH:17]=1)[CH2:6][CH:7]1[CH2:12][CH2:11][NH:10][CH2:9][CH2:8]1)=O.C(=O)([O-])[O-].[K+].[K+].Br[CH:31]([CH3:33])[CH3:32]. Product: [CH:31]([N:10]1[CH2:9][CH2:8][CH:7]([CH2:6][NH:5][C@@H:13]2[CH2:15][C@H:14]2[C:16]2[CH:17]=[CH:18][CH:19]=[CH:20][CH:21]=2)[CH2:12][CH2:11]1)([CH3:33])[CH3:32]. The catalyst class is: 10. (3) Reactant: [NH2:1][C:2]1[C:7]([N+:8]([O-:10])=[O:9])=[C:6]([F:11])[CH:5]=[C:4]([Br:12])[C:3]=1[OH:13].C(=O)([O-])[O-].[K+].[K+].Br.Br[CH2:22][C:23]([C:25]1[CH:26]=[N:27][CH:28]=[CH:29][CH:30]=1)=[O:24].O. Product: [Br:12][C:4]1[C:3]2[O:13][CH2:22][C:23]([C:25]3[CH:26]=[N:27][CH:28]=[CH:29][CH:30]=3)([OH:24])[NH:1][C:2]=2[C:7]([N+:8]([O-:10])=[O:9])=[C:6]([F:11])[CH:5]=1. The catalyst class is: 21. (4) Reactant: [NH2:1][C@H:2]1[CH2:7][CH2:6][CH2:5][C@H:4]([N:8]([CH3:16])[C:9](=[O:15])[O:10][C:11]([CH3:14])([CH3:13])[CH3:12])[C@H:3]1[OH:17].[Br:18][C:19]1[C:20](Cl)=[N:21][C:22]([Cl:25])=[N:23][CH:24]=1.CCN(C(C)C)C(C)C. Product: [Br:18][C:19]1[C:20]([NH:1][C@H:2]2[CH2:7][CH2:6][CH2:5][C@H:4]([N:8]([CH3:16])[C:9](=[O:15])[O:10][C:11]([CH3:13])([CH3:14])[CH3:12])[C@H:3]2[OH:17])=[N:21][C:22]([Cl:25])=[N:23][CH:24]=1. The catalyst class is: 1. (5) Reactant: [F:1][C:2]1([F:20])[CH2:19][CH2:18][C:5]2([CH:7]([C:8]([O:10]CC3C=CC=CN=3)=[O:9])[CH2:6]2)[CH2:4][CH2:3]1.[OH-].[Na+]. Product: [F:1][C:2]1([F:20])[CH2:19][CH2:18][C:5]2([CH:7]([C:8]([OH:10])=[O:9])[CH2:6]2)[CH2:4][CH2:3]1. The catalyst class is: 36. (6) Reactant: [CH:1]1([C:4]2[N:13]=[CH:12][C:11]3[C:10](=[O:14])[N:9](COCC[Si](C)(C)C)[CH:8]=[N:7][C:6]=3[CH:5]=2)[CH2:3][CH2:2]1.FC(F)(F)C(O)=O.[OH-].[K+]. Product: [CH:1]1([C:4]2[N:13]=[CH:12][C:11]3[C:10](=[O:14])[NH:9][CH:8]=[N:7][C:6]=3[CH:5]=2)[CH2:3][CH2:2]1. The catalyst class is: 4. (7) Reactant: Br[CH2:2][C:3]1[CH:4]=[CH:5][C:6]([N+:13]([O-:15])=[O:14])=[C:7]([CH:12]=1)[C:8]([O:10][CH3:11])=[O:9].C(=O)([O-])[O-].[K+].[K+].[NH:22]1[CH2:27][CH2:26][CH2:25][CH2:24][CH2:23]1. The catalyst class is: 3. Product: [N+:13]([C:6]1[CH:5]=[CH:4][C:3]([CH2:2][N:22]2[CH2:27][CH2:26][CH2:25][CH2:24][CH2:23]2)=[CH:12][C:7]=1[C:8]([O:10][CH3:11])=[O:9])([O-:15])=[O:14]. (8) Reactant: [CH:1]1[C:10]2[CH2:9][CH2:8][CH2:7][C:6](=[N:11]O)[C:5]=2[CH:4]=[CH:3][N:2]=1. Product: [CH:1]1[C:10]2[CH2:9][CH2:8][CH2:7][CH:6]([NH2:11])[C:5]=2[CH:4]=[CH:3][N:2]=1. The catalyst class is: 696. (9) Reactant: [Li+].[BH4-].[C:3]([O:7][C:8]([NH:10][C@H:11]1[CH2:17][CH2:16][S:15][C@H:14]2[CH2:18][CH2:19][CH2:20][C@@H:21]([C:22](OC)=[O:23])[N:13]2[C:12]1=[O:26])=[O:9])([CH3:6])([CH3:5])[CH3:4]. Product: [OH:23][CH2:22][C@H:21]1[N:13]2[C@@H:14]([S:15][CH2:16][CH2:17][C@H:11]([NH:10][C:8](=[O:9])[O:7][C:3]([CH3:5])([CH3:4])[CH3:6])[C:12]2=[O:26])[CH2:18][CH2:19][CH2:20]1. The catalyst class is: 1.